From a dataset of Catalyst prediction with 721,799 reactions and 888 catalyst types from USPTO. Predict which catalyst facilitates the given reaction. (1) Reactant: C(OC(=O)[N:7]([N:14]1[CH2:19][CH2:18][O:17][CH2:16][C:15]1=[O:20])[C:8]1[CH:13]=[CH:12][CH:11]=[CH:10][CH:9]=1)(C)(C)C.Cl.[OH-].[Na+]. Product: [C:8]1([NH:7][N:14]2[CH2:19][CH2:18][O:17][CH2:16][C:15]2=[O:20])[CH:9]=[CH:10][CH:11]=[CH:12][CH:13]=1. The catalyst class is: 25. (2) Reactant: FC(F)(F)C(O)=O.[NH2:8][C@@H:9]([CH2:16][CH3:17])/[CH:10]=[CH:11]/[C:12]([O:14][CH3:15])=[O:13].[C:18]([O:22][C:23]([NH:25][C@H:26]([C:28](O)=[O:29])[CH3:27])=[O:24])([CH3:21])([CH3:20])[CH3:19].CCN=C=NCCCN(C)C.C1C=CC2N(O)N=NC=2C=1.CN1CCOCC1. Product: [CH3:20][C:18]([O:22][C:23]([NH:25][C@H:26]([C:28]([NH:8][C@@H:9]([CH2:16][CH3:17])/[CH:10]=[CH:11]/[C:12]([O:14][CH3:15])=[O:13])=[O:29])[CH3:27])=[O:24])([CH3:19])[CH3:21]. The catalyst class is: 18. (3) Reactant: [N:1]([CH:4]([C:6]1[CH:11]=[C:10]([C:12]([F:15])([F:14])[F:13])[CH:9]=[C:8]([C:16]([F:19])([F:18])[F:17])[CH:7]=1)[CH3:5])=[N+]=[N-].[H][H]. The catalyst class is: 43. Product: [F:13][C:12]([F:14])([F:15])[C:10]1[CH:11]=[C:6]([CH:4]([NH2:1])[CH3:5])[CH:7]=[C:8]([C:16]([F:17])([F:18])[F:19])[CH:9]=1.